Dataset: Blood-brain barrier penetration binary classification data from Martins et al.. Task: Regression/Classification. Given a drug SMILES string, predict its absorption, distribution, metabolism, or excretion properties. Task type varies by dataset: regression for continuous measurements (e.g., permeability, clearance, half-life) or binary classification for categorical outcomes (e.g., BBB penetration, CYP inhibition). Dataset: bbb_martins. (1) The molecule is CC(C)N=c1cc2n(-c3ccc(Cl)cc3)c3ccccc3nc-2cc1Nc1ccc(Cl)cc1. The result is 0 (does not penetrate BBB). (2) The drug is CC1(C)OC(=O)Nc2ccc(Br)cc21. The result is 1 (penetrates BBB).